Dataset: CYP3A4 inhibition data for predicting drug metabolism from PubChem BioAssay. Task: Regression/Classification. Given a drug SMILES string, predict its absorption, distribution, metabolism, or excretion properties. Task type varies by dataset: regression for continuous measurements (e.g., permeability, clearance, half-life) or binary classification for categorical outcomes (e.g., BBB penetration, CYP inhibition). Dataset: cyp3a4_veith. (1) The molecule is CCOC(=O)[C@@]12C[C@@H]1/C(=N/O)c1ccccc1O2. The result is 0 (non-inhibitor). (2) The compound is Cc1ccc2c(c1)C1CN(C)CCC1N2C(=O)Nc1cccc(Cl)c1. The result is 0 (non-inhibitor). (3) The molecule is CSC(N)=[NH2+].CSC(N)=[NH2+].O=S(=O)([O-])[O-]. The result is 0 (non-inhibitor). (4) The result is 0 (non-inhibitor). The molecule is CCNC(=S)NNC(=O)Cc1ccccc1.